This data is from Peptide-MHC class II binding affinity with 134,281 pairs from IEDB. The task is: Regression. Given a peptide amino acid sequence and an MHC pseudo amino acid sequence, predict their binding affinity value. This is MHC class II binding data. The peptide sequence is AAHRARANESATILM. The MHC is HLA-DQA10201-DQB10402 with pseudo-sequence HLA-DQA10201-DQB10402. The binding affinity (normalized) is 0.486.